Dataset: Drug-target binding data from BindingDB using Ki measurements. Task: Regression. Given a target protein amino acid sequence and a drug SMILES string, predict the binding affinity score between them. We predict pKi (pKi = -log10(Ki in M); higher means stronger inhibition). Dataset: bindingdb_ki. The compound is COC(=O)[C@@H]1C[C@H](OC(C)=O)C(=O)[C@H]2[C@@]1(C)CC[C@H]1C(=O)O[C@H](c3ccoc3)C[C@]21C. The target protein sequence is MDSPIQIFRGEPGPTCAPSACLPPNSSAWFPGWAEPDSNGSAGSEDAQLEPAHISPAIPVIITAVYSVVFVVGLVGNSLVMFVIIRYTKMKTATNIYIFNLALADALVTTTMPFQSTVYLMNSWPFGDVLCKIVISIDYYNMFTSIFTLTMMSVDRYIAVCHPVKALDFRTPLKAKIINICIWLLSSSVGISAIVLGGTKVREDVDVIECSLQFPDDDYSWWDLFMAICVFIFAFVIPVLIIIVCYTLMILRLKSVRLLSGSREKDRNLRRITRLVLVVVAVFVVCWTPIHIFILVEALGSTSHSTAALSSYYFCIALGYTNSSLNPILYAFLDENFKRCFRDFCFPLKMRMERQSTSRVRNTVQDPAYLRDIDGMNKPV. The pKi is 8.3.